From a dataset of Reaction yield outcomes from USPTO patents with 853,638 reactions. Predict the reaction yield, written as a fraction of the theoretical maximum amount of product (1.0 means a 100% yield; for example, 0.34 means a 34% yield). The reactants are Br[C:2]1[N:3]=[C:4]([C:7]([CH3:9])=[CH2:8])[S:5][CH:6]=1.[F:10][C:11]([F:50])([F:49])[C:12]1[CH:13]=[C:14]([C@H:22]2[O:26][C:25](=[O:27])[N:24]([CH2:28][C:29]3[CH:34]=[C:33]([C:35]([F:38])([F:37])[F:36])[CH:32]=[CH:31][C:30]=3B3OC(C)(C)C(C)(C)O3)[C@H:23]2[CH3:48])[CH:15]=[C:16]([C:18]([F:21])([F:20])[F:19])[CH:17]=1.C([O-])([O-])=O.[K+].[K+]. The product is [F:50][C:11]([F:10])([F:49])[C:12]1[CH:13]=[C:14]([C@H:22]2[O:26][C:25](=[O:27])[N:24]([CH2:28][C:29]3[CH:34]=[C:33]([C:35]([F:36])([F:37])[F:38])[CH:32]=[CH:31][C:30]=3[C:2]3[N:3]=[C:4]([C:7]([CH3:9])=[CH2:8])[S:5][CH:6]=3)[C@H:23]2[CH3:48])[CH:15]=[C:16]([C:18]([F:19])([F:21])[F:20])[CH:17]=1. The yield is 0.900. The catalyst is C1COCC1.